Dataset: CYP3A4 inhibition data for predicting drug metabolism from PubChem BioAssay. Task: Regression/Classification. Given a drug SMILES string, predict its absorption, distribution, metabolism, or excretion properties. Task type varies by dataset: regression for continuous measurements (e.g., permeability, clearance, half-life) or binary classification for categorical outcomes (e.g., BBB penetration, CYP inhibition). Dataset: cyp3a4_veith. The drug is Cc1ccc(-c2nnc(SCC(C)C)n2C)cc1. The result is 0 (non-inhibitor).